Predict the product of the given reaction. From a dataset of Forward reaction prediction with 1.9M reactions from USPTO patents (1976-2016). Given the reactants [Br:1][C:2]1[CH:7]=[CH:6][C:5](I)=[CH:4][CH:3]=1.[C:9]([Si:11]([CH3:14])([CH3:13])[CH3:12])#[CH:10], predict the reaction product. The product is: [Br:1][C:2]1[CH:7]=[CH:6][C:5]([C:10]#[C:9][Si:11]([CH3:14])([CH3:13])[CH3:12])=[CH:4][CH:3]=1.